This data is from Cav3 T-type calcium channel HTS with 100,875 compounds. The task is: Binary Classification. Given a drug SMILES string, predict its activity (active/inactive) in a high-throughput screening assay against a specified biological target. (1) The molecule is O1C(CCC1)CNC(=O)CCN1c2c(OCC1=O)ccc(c2)C. The result is 0 (inactive). (2) The drug is O(C(=O)N1CCN(CC1)C1=C(NCCCN(c2ccccc2)C)C(=O)C1=O)CC. The result is 0 (inactive). (3) The molecule is O=C1/C(=C/NCc2ccc(OC)cc2)C(=O)NC1. The result is 0 (inactive). (4) The result is 0 (inactive). The compound is FC(F)(F)c1cc(Oc2nc(nc(c2)C(F)(F)F)c2ncccc2)ccc1. (5) The compound is S(CC(=O)c1c(n(c(c1)C)CCOC)C)c1nc(cc(c1C#N)C)C. The result is 0 (inactive). (6) The compound is S(=O)(=O)(NCC(N1CCN(CC1)c1c(OC)cccc1)c1cccnc1)c1sccc1. The result is 0 (inactive). (7) The drug is S(c1nc2c(cc(OCC)cc2)cc1C#N)CC#N. The result is 0 (inactive).